This data is from Full USPTO retrosynthesis dataset with 1.9M reactions from patents (1976-2016). The task is: Predict the reactants needed to synthesize the given product. (1) Given the product [OH:26][C:22]1[CH:21]=[C:20]([C:19]#[C:18][C:16]2[CH:15]=[N:14][CH:13]=[C:12]([CH:17]=2)[C:10]([N:9]=[S:7]([CH2:3][C:4]([NH:34][CH3:33])=[O:6])(=[O:8])[C:27]2[CH:28]=[CH:29][CH:30]=[CH:31][CH:32]=2)=[O:11])[CH:25]=[CH:24][CH:23]=1, predict the reactants needed to synthesize it. The reactants are: C([C@H:3]([S:7]([C:27]1[CH:32]=[CH:31][CH:30]=[CH:29][CH:28]=1)(=[N:9][C:10]([C:12]1[CH:13]=[N:14][CH:15]=[C:16]([C:18]#[C:19][C:20]2[CH:25]=[CH:24][CH:23]=[C:22]([OH:26])[CH:21]=2)[CH:17]=1)=[O:11])=[O:8])[C:4]([O-:6])=O)C.[CH3:33][NH2:34]. (2) Given the product [Br:10][C:2]1[C:3]([Cl:9])=[N:4][CH:5]=[CH:6][C:7]=1[CH3:8], predict the reactants needed to synthesize it. The reactants are: N[C:2]1[C:3]([Cl:9])=[N:4][CH:5]=[CH:6][C:7]=1[CH3:8].[BrH:10].N([O-])=O.[Na+].BrBr. (3) Given the product [CH3:23][C:18]([NH:17][CH2:14][C:11]1[CH:10]=[CH:9][N:8]=[CH:13][CH:12]=1)([CH3:24])[C:19]([O:21][CH3:22])=[O:20], predict the reactants needed to synthesize it. The reactants are: C(N(CC)CC)C.[N:8]1[CH:13]=[CH:12][C:11]([CH:14]=O)=[CH:10][CH:9]=1.Cl.[NH2:17][C:18]([CH3:24])([CH3:23])[C:19]([O:21][CH3:22])=[O:20].[BH4-].[Na+].